Dataset: Forward reaction prediction with 1.9M reactions from USPTO patents (1976-2016). Task: Predict the product of the given reaction. (1) Given the reactants Cl.[NH2:2][C@@H:3]([CH2:8][C:9]1[CH:14]=[CH:13][CH:12]=[CH:11][CH:10]=1)[C@@H:4]([OH:7])[CH2:5][Cl:6].[OH-].[Na+].[C:17]([O:21][C:22](O[C:22]([O:21][C:17]([CH3:20])([CH3:19])[CH3:18])=[O:23])=[O:23])([CH3:20])([CH3:19])[CH3:18], predict the reaction product. The product is: [C:17]([O:21][C:22]([NH:2][C@@H:3]([CH2:8][C:9]1[CH:14]=[CH:13][CH:12]=[CH:11][CH:10]=1)[C@@H:4]([OH:7])[CH2:5][Cl:6])=[O:23])([CH3:20])([CH3:19])[CH3:18]. (2) The product is: [CH3:1][S:2]([NH:5][C:6]1[CH:11]=[CH:10][CH:9]=[CH:8][C:7]=1[N:12]1[CH2:17][CH2:16][N:15]([C:19]2[NH:27][C:26]3[C:21](=[N:22][C:23]([C:28]4[CH:33]=[CH:32][CH:31]=[CH:30][CH:29]=4)=[N:24][CH:25]=3)[N:20]=2)[CH2:14][CH2:13]1)(=[O:3])=[O:4]. Given the reactants [CH3:1][S:2]([NH:5][C:6]1[CH:11]=[CH:10][CH:9]=[CH:8][C:7]=1[N:12]1[CH2:17][CH2:16][NH:15][CH2:14][CH2:13]1)(=[O:4])=[O:3].Cl[C:19]1[NH:27][C:26]2[C:21](=[N:22][C:23]([C:28]3[CH:33]=[CH:32][CH:31]=[CH:30][CH:29]=3)=[N:24][CH:25]=2)[N:20]=1, predict the reaction product. (3) Given the reactants [NH2:1][C@H:2]([C:8]([OH:10])=[O:9])[CH2:3][CH2:4][C:5]([OH:7])=O.Cl.[CH2:12](O)[CH3:13], predict the reaction product. The product is: [NH:1]1[C:5](=[O:7])[CH2:4][CH2:3][C@H:2]1[C:8]([O:10][CH2:12][CH3:13])=[O:9].